This data is from B-cell epitopes from IEDB database with 3,159 antigens for binding position prediction. The task is: Token-level Classification. Given an antigen amino acid sequence, predict which amino acid positions are active epitope sites capable of antibody binding. Output is a list of indices for active positions. (1) Given the antigen sequence: MKFFIFTCLLAVALAKNTMEHVSSSEESIISQETYKQEKNMAINPSKENLCSTFCKEVVRNANEEEYSIGSSSEESAEVATEEVKITVDDKHYQKALNEINQFYQKFPQYLQYLYQGPIVLNPWDQVKRNAVPITPTLNREQLSTSEENSKKTVDMESTEVFTKKTKLTEEEKNRLNFLKKISQRYQKFALPQYLKTVYQHQKAMKPWIQPKTKVIPYVRYL, which amino acid positions are active epitope sites? The epitope positions are: [39, 40, 41, 42, 43, 44, 45, 46, 47, 48, 49, 50, 51, 52, 53, 54, 55, 56, 57, 58]. The amino acids at these positions are: NMAINPSKENLCSTFCKEVV. (2) Given the antigen sequence: MSTNPKPQRKTKRNTNRRPQDVKFPGGGQIVGGVYLLPRRGPRLGVRATRKTSERSQPRGRRQPIPKARQPEGRTWAQPGYPWPLYGNEGMGWAGWLLSPRGSRPNWGPTDPRRRSRNLGKVIDTLTCGFADLMGYIPLVGAPLGGVARALAHGVRVLEDGVNYATGNLPGCSFSIFLLALLSCLTIPVSAYEVRNVSGGYHVTNDCSNSSIVYEAADMIMHTPGCVPCVRENNSSRCWVALTPTLAARNASVPTTTIRHHVDLLVGTAAFCSAMYVGDLCGSVFLVSQLFTFSPRRHETVQDCNCSIYPGHLTGHRMAWDMMMNWSPTAALVVSQLLRIPQAVVDMVAGAHWGVLAGLAYYSMAGNWAKVLIVMLLFAGVDGGTTLMGTSQGRTLSGFTGFFTQGARQKVQLINTNGSWHINRTALNCNDSLNTGFLAALFYVKNFNSSGCKERLASCRSIDKFNQGWGPITYTKHNNLDQRPYCWHYAPQPCGIVPAS..., which amino acid positions are active epitope sites? The epitope positions are: [231, 232, 233, 234, 235, 236, 237, 238, 239, 240, 241, 242, 243, 244, 245, 246, 247, 248, 249, 250]. The amino acids at these positions are: ENNSSRCWVALTPTLAARNA. (3) Given the antigen sequence: MGRDQRAVAGPALRRWLLLGTVTVGFLAQSVLAGVKKFDVPCGGRDCSGGCQCYPEKGGRGQPGPVGPQGYNGPPGLQGFPGLQGRKGDKGERGAPGVTGPKGDVGARGVSGFPGADGIPGHPGQGGPRGRPGYDGCNGTQGDSGPQGPPGSEGFTGPPGPQGPKGQKGEPYALPKEERDRYRGEPGEPGLVGFQGPPGRPGHVGQMGPVGAPGRPGPPGPPGPKGQQGNRGLGFYGVKGEKGDVGQPGPNGIPSDTLHPIIAPTGVTFHPDQYKGEKGSEGEPGIRGISLKGEEGIMGFPGLRGYPGLSGEKGSPGQKGSRGLDGYQGPDGPRGPKGEAGDPGPPGLPAYSPHPSLAKGARGDPGFPGAQGEPGSQGEPGDPGLPGPPGLSIGDGDQRRGLPGEMGPKGFIGDPGIPALYGGPPGPDGKRGPPGPPGLPGPPGPDGFLFGLKGAKGRAGFPGLPGSPGARGPKGWKGDAGECRCTEGDEAIKGLPGLPG..., which amino acid positions are active epitope sites? The epitope positions are: [1690, 1691, 1692, 1693, 1694, 1695, 1696, 1697, 1698]. The amino acids at these positions are: DTLKAGLIR. (4) Given the antigen sequence: RDSPEDFVYQFKGLCYFTNGTERVRGVTRHIYNREEYVRFDSDVGVYRAVTPQGRPDAEYWNSQKEVLEGARASVDRVCRHNYEVAYRGILQRRVEPTVTISPSRTEALNHHNLLICSVTDFYPSQIKVRWFRNDQEETAGVVSTPLIRNGDWTFQILVMLEMTPQRGDVYTCHVEHPSLQSPITVEWRAQSESAQSKMLSGVGGFVLGLIFLGLGLIIRQRSRKGLLH, which amino acid positions are active epitope sites? The epitope positions are: [62, 63, 64, 65, 66, 67, 68, 69, 70, 71, 72, 73, 74, 75, 76, 77, 78]. The amino acids at these positions are: SQKEVLEGARASVDRVC.